Dataset: Full USPTO retrosynthesis dataset with 1.9M reactions from patents (1976-2016). Task: Predict the reactants needed to synthesize the given product. (1) Given the product [N:16]1([CH:8]2[CH2:9][CH2:10][C:5](=[O:4])[CH2:6][CH2:7]2)[CH:20]=[N:19][CH:18]=[N:17]1, predict the reactants needed to synthesize it. The reactants are: O1[C:5]2([CH2:10][CH2:9][CH:8](OS(C)(=O)=O)[CH2:7][CH2:6]2)[O:4]CC1.[NH:16]1[CH:20]=[N:19][CH:18]=[N:17]1.[H-].[Na+]. (2) Given the product [ClH:39].[F:1][C:2]1[CH:29]=[C:28]([CH3:30])[C:27]([OH:31])=[CH:26][C:3]=1[NH:4][C:5]1[C:14]2[C:9](=[CH:10][C:11]([O:17][CH2:18][CH2:19][C:20]3[CH:21]=[CH:22][N:23]=[CH:24][CH:25]=3)=[C:12]([O:15][CH3:16])[CH:13]=2)[N:8]=[CH:7][N:6]=1, predict the reactants needed to synthesize it. The reactants are: [F:1][C:2]1[CH:29]=[C:28]([CH3:30])[C:27]([O:31]C(OC)=O)=[CH:26][C:3]=1[NH:4][C:5]1[C:14]2[C:9](=[CH:10][C:11]([O:17][CH2:18][CH2:19][C:20]3[CH:25]=[CH:24][N:23]=[CH:22][CH:21]=3)=[C:12]([O:15][CH3:16])[CH:13]=2)[N:8]=[CH:7][N:6]=1.[OH-].[Na+].O.[ClH:39]. (3) Given the product [C:26]([Si:23]([CH3:25])([CH3:24])[O:22][C:18]1[CH:17]=[C:16]([CH2:15][C@H:14]([NH:30][C:31](=[O:48])[C@@H:32]([NH:36][C:37](=[O:47])[C@H:38]([CH3:46])[C@H:39]([O:44][CH3:45])[CH2:40][CH2:41][CH:42]=[CH2:43])[CH:33]([CH3:34])[CH3:35])[C:13]([N:9]2[CH2:10][CH2:11][CH2:12][C@@H:7]([C:5]([OH:6])=[O:4])[NH:8]2)=[O:49])[CH:21]=[CH:20][CH:19]=1)([CH3:28])([CH3:27])[CH3:29], predict the reactants needed to synthesize it. The reactants are: ClC(Cl)(Cl)C[O:4][C:5]([C@@H:7]1[CH2:12][CH2:11][CH2:10][N:9]([C:13](=[O:49])[C@@H:14]([NH:30][C:31](=[O:48])[C@@H:32]([NH:36][C:37](=[O:47])[C@H:38]([CH3:46])[C@H:39]([O:44][CH3:45])[CH2:40][CH2:41][CH:42]=[CH2:43])[CH:33]([CH3:35])[CH3:34])[CH2:15][C:16]2[CH:21]=[CH:20][CH:19]=[C:18]([O:22][Si:23]([C:26]([CH3:29])([CH3:28])[CH3:27])([CH3:25])[CH3:24])[CH:17]=2)[NH:8]1)=[O:6].C([O-])(=O)C.[NH4+]. (4) Given the product [C:13]([O:12][C:8]1[C:9]2[C:4](=[CH:3][C:2]([Cl:1])=[CH:11][CH:10]=2)[CH2:5][CH2:6][CH:7]=1)(=[O:15])[CH3:14], predict the reactants needed to synthesize it. The reactants are: [Cl:1][C:2]1[CH:3]=[C:4]2[C:9](=[CH:10][CH:11]=1)[C:8](=[O:12])[CH2:7][CH2:6][CH2:5]2.[C:13](OC(C)=C)(=[O:15])[CH3:14].C1(C)C=CC(S(O)(=O)=O)=CC=1. (5) Given the product [CH3:52][O:51][N:50]([CH3:49])[C:12]([CH:11]1[CH2:10][CH2:9][NH:8][CH2:16][CH2:15]1)=[O:14], predict the reactants needed to synthesize it. The reactants are: C(OC([N:8]1[CH2:16][CH2:15][CH:11]([C:12]([OH:14])=O)[CH2:10][CH2:9]1)=O)(C)(C)C.Cl.CN(C)CCCN=C=NCC.ON1C2C=CC=CC=2N=N1.C(N(CC)C(C)C)(C)C.Cl.[CH3:49][NH:50][O:51][CH3:52]. (6) Given the product [CH:23]1([N:9]([CH:6]2[CH2:5][CH2:4][N:3]([C:1]3[O:33][N:32]=[C:30]([CH2:29][CH2:28][C:27]([F:35])([F:34])[F:26])[N:2]=3)[CH2:8][CH2:7]2)[C:10](=[O:22])[C:11]2[CH:12]=[CH:13][C:14]([C:17]3[O:21][CH:20]=[N:19][CH:18]=3)=[CH:15][CH:16]=2)[CH2:25][CH2:24]1, predict the reactants needed to synthesize it. The reactants are: [C:1]([N:3]1[CH2:8][CH2:7][CH:6]([N:9]([CH:23]2[CH2:25][CH2:24]2)[C:10](=[O:22])[C:11]2[CH:16]=[CH:15][C:14]([C:17]3[O:21][CH:20]=[N:19][CH:18]=3)=[CH:13][CH:12]=2)[CH2:5][CH2:4]1)#[N:2].[F:26][C:27]([F:35])([F:34])[CH2:28][CH2:29][C:30]([NH:32][OH:33])=N. (7) The reactants are: [CH3:1][N:2]1[CH2:7][CH2:6][CH:5]([OH:8])[CH2:4][CH2:3]1.[H-].[Na+].Cl[C:12]1[N:17]=[N:16][C:15]([CH:18]2[CH2:20][CH2:19]2)=[C:14]([C:21]2[CH:26]=[CH:25][C:24]([O:27][CH:28]3[CH2:33][CH2:32][CH2:31][CH2:30][CH2:29]3)=[CH:23][CH:22]=2)[CH:13]=1. Given the product [CH:28]1([O:27][C:24]2[CH:25]=[CH:26][C:21]([C:14]3[CH:13]=[C:12]([O:8][CH:5]4[CH2:6][CH2:7][N:2]([CH3:1])[CH2:3][CH2:4]4)[N:17]=[N:16][C:15]=3[CH:18]3[CH2:19][CH2:20]3)=[CH:22][CH:23]=2)[CH2:33][CH2:32][CH2:31][CH2:30][CH2:29]1, predict the reactants needed to synthesize it.